This data is from Full USPTO retrosynthesis dataset with 1.9M reactions from patents (1976-2016). The task is: Predict the reactants needed to synthesize the given product. Given the product [ClH:34].[NH:8]1[CH2:13][CH2:12][CH:11]([NH:14][C:15]2[CH:20]=[CH:19][C:18]([C:21]#[N:22])=[C:17]([C:23]([F:24])([F:25])[F:26])[CH:16]=2)[CH2:10][CH2:9]1, predict the reactants needed to synthesize it. The reactants are: C(OC([N:8]1[CH2:13][CH2:12][CH:11]([NH:14][C:15]2[CH:20]=[CH:19][C:18]([C:21]#[N:22])=[C:17]([C:23]([F:26])([F:25])[F:24])[CH:16]=2)[CH2:10][CH2:9]1)=O)(C)(C)C.FC(F)(F)C(O)=O.[Cl:34]CCl.